From a dataset of Forward reaction prediction with 1.9M reactions from USPTO patents (1976-2016). Predict the product of the given reaction. (1) The product is: [ClH:8].[ClH:8].[C:5]([O:4][C@@H:1]1[CH2:29][N:28]2[C@H:23]([CH:10]([C:17]3[CH:22]=[CH:21][CH:20]=[CH:19][CH:18]=3)[C:11]3[CH:12]=[CH:13][CH:14]=[CH:15][CH:16]=3)[CH2:24][N:25]([CH2:33][C:34]3[CH:39]=[C:38]([N:40]4[C:44]([C:45]([F:48])([F:46])[F:47])=[N:43][N:42]=[N:41]4)[CH:37]=[CH:36][C:35]=3[O:49][CH3:50])[CH2:26][C@@H:27]2[CH2:2]1)(=[O:7])[CH3:6]. Given the reactants [C:1]([O:4][C:5](=[O:7])[CH3:6])(=O)[CH3:2].[ClH:8].Cl.[CH:10]([C@H:23]1[N:28]2[CH2:29][C@@H](O)C[C@H:27]2[CH2:26][N:25]([CH2:33][C:34]2[CH:39]=[C:38]([N:40]3[C:44]([C:45]([F:48])([F:47])[F:46])=[N:43][N:42]=[N:41]3)[CH:37]=[CH:36][C:35]=2[O:49][CH3:50])[CH2:24]1)([C:17]1[CH:22]=[CH:21][CH:20]=[CH:19][CH:18]=1)[C:11]1[CH:16]=[CH:15][CH:14]=[CH:13][CH:12]=1.N1C=CC=CC=1.C(N(CC)CC)C, predict the reaction product. (2) Given the reactants [OH:1][CH:2]1[CH:6]([C:7]2[CH:12]=[CH:11][CH:10]=[CH:9][CH:8]=2)[CH2:5][N:4](C(OCC2C=CC=CC=2)=O)[CH2:3]1.CO, predict the reaction product. The product is: [C:7]1([CH:6]2[CH2:5][NH:4][CH2:3][CH:2]2[OH:1])[CH:8]=[CH:9][CH:10]=[CH:11][CH:12]=1.